From a dataset of Reaction yield outcomes from USPTO patents with 853,638 reactions. Predict the reaction yield, written as a fraction of the theoretical maximum amount of product (1.0 means a 100% yield; for example, 0.34 means a 34% yield). (1) The reactants are [C:1]([O:4][C:5]1([CH2:9][N:10]2[CH:14]=[C:13]([C:15]([CH3:18])([CH3:17])[CH3:16])[S:12]/[C:11]/2=[N:19]\[C:20]([C:22]2[CH:27]=[C:26]([C:28]([F:31])([F:30])[F:29])[CH:25]=[CH:24][C:23]=2[O:32][CH3:33])=S)[CH2:8][CH2:7][CH2:6]1)(=[O:3])[CH3:2].C(N(CC)CC)C.[N:41]#[C:42][NH2:43]. The catalyst is C(#N)C.[Hg](OC(C)=O)OC(C)=O. The product is [C:1]([O:4][C:5]1([CH2:9][N:10]2[CH:14]=[C:13]([C:15]([CH3:18])([CH3:17])[CH3:16])[S:12]/[C:11]/2=[N:19]\[C:20](=[N:43][C:42]#[N:41])[C:22]2[CH:27]=[C:26]([C:28]([F:31])([F:30])[F:29])[CH:25]=[CH:24][C:23]=2[O:32][CH3:33])[CH2:8][CH2:7][CH2:6]1)(=[O:3])[CH3:2]. The yield is 0.850. (2) The reactants are [Br:1][C:2]1[C:7]([O:8]C)=[CH:6][C:5]([CH:10]=[CH:11][C:12]2[CH:17]=[CH:16][CH:15]=[CH:14][CH:13]=2)=[CH:4][C:3]=1[O:18]C.B(Br)(Br)Br. No catalyst specified. The product is [Br:1][C:2]1[C:7]([OH:8])=[CH:6][C:5]([CH:10]=[CH:11][C:12]2[CH:13]=[CH:14][CH:15]=[CH:16][CH:17]=2)=[CH:4][C:3]=1[OH:18]. The yield is 0.900. (3) The reactants are Cl[CH2:2][CH2:3][CH2:4][C:5]([CH:8]1[O:12][CH2:11][CH2:10][O:9]1)([CH3:7])[CH3:6].[N-:13]=[N+:14]=[N-:15].[Na+]. The catalyst is CS(C)=O.O. The product is [O:9]1[CH2:10][CH2:11][O:12][CH:8]1[C:5]([CH3:7])([CH3:6])[CH2:4][CH2:3][CH2:2][N:13]=[N+:14]=[N-:15]. The yield is 0.900. (4) The reactants are [Br:1][C:2]1[CH:18]=[CH:17][CH:16]=[C:15]([Cl:19])[C:3]=1[C:4](Cl)=[N:5][C:6]1[CH:11]=[CH:10][N:9]=[C:8]([Cl:12])[C:7]=1F.NC(N)=[S:22].N1C=CC=CC=1.CCN(CC)CC. The catalyst is C(O)(C)C. The product is [Br:1][C:2]1[CH:18]=[CH:17][CH:16]=[C:15]([Cl:19])[C:3]=1[C:4]1[S:22][C:7]2[C:8]([Cl:12])=[N:9][CH:10]=[CH:11][C:6]=2[N:5]=1. The yield is 0.530.